From a dataset of Catalyst prediction with 721,799 reactions and 888 catalyst types from USPTO. Predict which catalyst facilitates the given reaction. (1) Reactant: [OH2:1].C1(B(O)[OH:9])C=CC=CC=1.[C:11]([O-:14])([O-])=[O:12].[Na+].[Na+].[C:17]1([CH3:23])C=CC=C[CH:18]=1. Product: [C:11]([O-:14])(=[O:12])/[CH:18]=[CH:17]/[C:23]([O-:9])=[O:1].[C:11]([OH:14])(=[O:12])/[CH:18]=[CH:17]/[C:23]([OH:9])=[O:1]. The catalyst class is: 73. (2) Reactant: [CH3:1][C:2]1[S:3][CH:4]=[C:5]([C:7]([NH:9][C:10]2[CH:18]=[C:17]([Sn](C)(C)C)[CH:16]=[C:15]3[C:11]=2[CH:12]=[N:13][N:14]3S(C2C=CC=CC=2)(=O)=O)=[O:8])[N:6]=1.Br[C:33]1[CH:34]=[C:35]([NH2:39])[CH:36]=[N:37][CH:38]=1.C(O)(C(F)(F)F)=O. Product: [NH2:39][C:35]1[CH:34]=[C:33]([C:17]2[CH:16]=[C:15]3[C:11]([CH:12]=[N:13][NH:14]3)=[C:10]([NH:9][C:7]([C:5]3[N:6]=[C:2]([CH3:1])[S:3][CH:4]=3)=[O:8])[CH:18]=2)[CH:38]=[N:37][CH:36]=1. The catalyst class is: 726. (3) Reactant: [NH2:1][C:2]1[CH:7]=[CH:6][C:5]([CH2:8][C:9]([O:11][C:12]([CH3:15])([CH3:14])[CH3:13])=[O:10])=[C:4]([C:16]#[N:17])[CH:3]=1.FC(F)(F)C(O[Si](C)(C)C)=O.[CH:29](OCC)(OCC)OCC.[N:39]([Si](C)(C)C)=[N+:40]=[N-:41]. Product: [C:16]([C:4]1[CH:3]=[C:2]([N:1]2[CH:29]=[N:39][N:40]=[N:41]2)[CH:7]=[CH:6][C:5]=1[CH2:8][C:9]([O:11][C:12]([CH3:14])([CH3:13])[CH3:15])=[O:10])#[N:17]. The catalyst class is: 25. (4) Reactant: CC(O)([C:4]#[C:5][C:6]1[C:7]([C:12]2[CH:17]=[CH:16][CH:15]=[CH:14][CH:13]=2)=[N:8][O:9][C:10]=1[CH3:11])C.[OH-].[K+]. Product: [C:5]([C:6]1[C:7]([C:12]2[CH:17]=[CH:16][CH:15]=[CH:14][CH:13]=2)=[N:8][O:9][C:10]=1[CH3:11])#[CH:4]. The catalyst class is: 11.